From a dataset of Full USPTO retrosynthesis dataset with 1.9M reactions from patents (1976-2016). Predict the reactants needed to synthesize the given product. (1) Given the product [Cl:1][C:2]1[CH:20]=[C:19]([NH:21][C:22]2[C:23]3[N:30]([CH2:31][CH2:32][O:33][CH2:34][CH2:35][OH:36])[CH:29]=[CH:28][C:24]=3[N:25]=[CH:26][N:27]=2)[CH:18]=[CH:17][C:3]=1[O:4][C:5]1[CH:6]=[C:7]([CH:11]([OH:16])[C:12]([CH3:15])([CH3:14])[CH3:13])[CH:8]=[CH:9][CH:10]=1, predict the reactants needed to synthesize it. The reactants are: [Cl:1][C:2]1[CH:20]=[C:19]([NH:21][C:22]2[C:23]3[N:30]([CH2:31][CH2:32][O:33][CH2:34][CH2:35][OH:36])[CH:29]=[CH:28][C:24]=3[N:25]=[CH:26][N:27]=2)[CH:18]=[CH:17][C:3]=1[O:4][C:5]1[CH:6]=[C:7]([C:11](=[O:16])[C:12]([CH3:15])([CH3:14])[CH3:13])[CH:8]=[CH:9][CH:10]=1.[BH4-].[Na+].O. (2) Given the product [CH3:14][C:13]1([CH3:15])[N:9]([CH2:8][C:6]2[CH:5]=[CH:4][N:3]=[C:2]([NH:1][C:38](=[O:39])[O:40][C:41]3[CH:46]=[CH:45][CH:44]=[CH:43][CH:42]=3)[N:7]=2)[C:10](=[O:30])[N:11]([C:17]2[CH:18]=[CH:19][C:20]([S:23]([C:26]([F:27])([F:28])[F:29])(=[O:24])=[O:25])=[CH:21][CH:22]=2)[C:12]1=[O:16], predict the reactants needed to synthesize it. The reactants are: [NH2:1][C:2]1[N:7]=[C:6]([CH2:8][N:9]2[C:13]([CH3:15])([CH3:14])[C:12](=[O:16])[N:11]([C:17]3[CH:22]=[CH:21][C:20]([S:23]([C:26]([F:29])([F:28])[F:27])(=[O:25])=[O:24])=[CH:19][CH:18]=3)[C:10]2=[O:30])[CH:5]=[CH:4][N:3]=1.N1C=CC=CC=1.Cl[C:38]([O:40][C:41]1[CH:46]=[CH:45][CH:44]=[CH:43][CH:42]=1)=[O:39]. (3) Given the product [Si:1]([O:8][C@@H:9]1[C@@:31]2([CH3:32])[C:13](=[CH:14][CH:15]=[C:16]3[C@@H:30]2[CH2:29][CH2:28][C@@:27]2([CH3:33])[C@H:17]3[CH2:18][CH:19]=[C:20]2[C@H:21]([CH2:23][CH2:24][C:25]#[C:26][C:49]([CH2:50][CH3:51])([OH:52])[CH2:48][CH3:47])[CH3:22])[CH2:12][C@@H:11]([O:34][Si:35]([C:38]([CH3:40])([CH3:39])[CH3:41])([CH3:36])[CH3:37])[CH2:10]1)([C:4]([CH3:7])([CH3:6])[CH3:5])([CH3:3])[CH3:2], predict the reactants needed to synthesize it. The reactants are: [Si:1]([O:8][C@@H:9]1[C@@:31]2([CH3:32])[C:13](=[CH:14][CH:15]=[C:16]3[C@@H:30]2[CH2:29][CH2:28][C@@:27]2([CH3:33])[C@H:17]3[CH2:18][CH:19]=[C:20]2[C@H:21]([CH2:23][CH2:24][C:25]#[CH:26])[CH3:22])[CH2:12][C@@H:11]([O:34][Si:35]([C:38]([CH3:41])([CH3:40])[CH3:39])([CH3:37])[CH3:36])[CH2:10]1)([C:4]([CH3:7])([CH3:6])[CH3:5])([CH3:3])[CH3:2].C([Li])CCC.[CH3:47][CH2:48][C:49](=[O:52])[CH2:50][CH3:51]. (4) The reactants are: [F:1][C:2]1[CH:3]=[C:4]([C:8]2[C:13]([C:14]3[CH:19]=[CH:18][N:17]=[CH:16][CH:15]=3)=[CH:12][CH:11]=[C:10]([NH2:20])[N:9]=2)[CH:5]=[CH:6][CH:7]=1.[Br:21]N1C(=O)CCC1=O.O. Given the product [Br:21][C:11]1[CH:12]=[C:13]([C:14]2[CH:19]=[CH:18][N:17]=[CH:16][CH:15]=2)[C:8]([C:4]2[CH:5]=[CH:6][CH:7]=[C:2]([F:1])[CH:3]=2)=[N:9][C:10]=1[NH2:20], predict the reactants needed to synthesize it. (5) Given the product [Cl:17][C:12]1[NH:11][C:10]2[C:9](=[O:15])[NH:8][C:7](=[O:16])[N:6]([CH3:5])[C:14]=2[N:13]=1, predict the reactants needed to synthesize it. The reactants are: [N+]([O-])(O)=O.[CH3:5][N:6]1[C:14]2[N:13]=[CH:12][NH:11][C:10]=2[C:9](=[O:15])[NH:8][C:7]1=[O:16].[ClH:17].